This data is from Full USPTO retrosynthesis dataset with 1.9M reactions from patents (1976-2016). The task is: Predict the reactants needed to synthesize the given product. (1) Given the product [C:24]([O:23][C:21]([N:28]1[CH2:33][CH2:32][N:31]([C:16]2[CH:17]=[CH:18][C:13]([C:12](=[O:20])[NH:11][C:7]3[CH:8]=[CH:9][CH:10]=[C:5]([C:1]([CH3:4])([CH3:3])[CH3:2])[CH:6]=3)=[CH:14][N:15]=2)[CH2:30][CH2:29]1)=[O:22])([CH3:27])([CH3:25])[CH3:26], predict the reactants needed to synthesize it. The reactants are: [C:1]([C:5]1[CH:6]=[C:7]([NH:11][C:12](=[O:20])[C:13]2[CH:18]=[CH:17][C:16](Cl)=[N:15][CH:14]=2)[CH:8]=[CH:9][CH:10]=1)([CH3:4])([CH3:3])[CH3:2].[C:21]([N:28]1[CH2:33][CH2:32][NH:31][CH2:30][CH2:29]1)([O:23][C:24]([CH3:27])([CH3:26])[CH3:25])=[O:22].C(OC(N1CCN(C2C=CC(C(=O)NC3C=CC(C)=C(I)C=3)=CN=2)CC1)=O)(C)(C)C. (2) Given the product [CH3:1][O:2][C:3](=[O:15])[CH2:4][C:5]1[CH:10]=[CH:9][C:8]([NH2:11])=[CH:7][C:6]=1[CH3:14], predict the reactants needed to synthesize it. The reactants are: [CH3:1][O:2][C:3](=[O:15])[CH2:4][C:5]1[CH:10]=[CH:9][C:8]([N+:11]([O-])=O)=[CH:7][C:6]=1[CH3:14].C([O-])=O.[NH4+].